This data is from Drug-target binding data from BindingDB using IC50 measurements. The task is: Regression. Given a target protein amino acid sequence and a drug SMILES string, predict the binding affinity score between them. We predict pIC50 (pIC50 = -log10(IC50 in M); higher means more potent). Dataset: bindingdb_ic50. (1) The drug is CC(C)(C)OC(=O)N[C@@H](Cc1c[nH]c2ccccc12)C(=O)N[C@@H]1CCCN2C(S)N(Cc3ccccc3)C(=O)C[C@@H]12. The target protein (P32238) has sequence MDVVDSLLVNGSNITPPCELGLENETLFCLDQPRPSKEWQPAVQILLYSLIFLLSVLGNTLVITVLIRNKRMRTVTNIFLLSLAVSDLMLCLFCMPFNLIPNLLKDFIFGSAVCKTTTYFMGTSVSVSTFNLVAISLERYGAICKPLQSRVWQTKSHALKVIAATWCLSFTIMTPYPIYSNLVPFTKNNNQTANMCRFLLPNDVMQQSWHTFLLLILFLIPGIVMMVAYGLISLELYQGIKFEASQKKSAKERKPSTTSSGKYEDSDGCYLQKTRPPRKLELRQLSTGSSSRANRIRSNSSAANLMAKKRVIRMLIVIVVLFFLCWMPIFSANAWRAYDTASAERRLSGTPISFILLLSYTSSCVNPIIYCFMNKRFRLGFMATFPCCPNPGPPGARGEVGEEEEGGTTGASLSRFSYSHMSASVPPQ. The pIC50 is 7.5. (2) The compound is Nc1nc(Nc2cc(Cl)cc(Cl)c2)cc(=O)[nH]1. The target protein (P10236) has sequence MGQEDGNRGERRAAGTPVEVTALYATDGCVITSSIALLTNSLLGAEPVYIFSYDAYTHDGRADGPTEQDRFEESRALYQASGGLNGDSFRVTFCLLGTEVGGTHQARGRTRPMFVCRFERADDVAALQDALAHGTPLQPDHIAATLDAEATFALHANMILALTVAINNASPRTGRDAAAAQYDQGASLRSLVGRTSLGQRGLTTLYVHHEVRVLAAYRRAYYGSAQSPFWFLSKFGPDEKSLVLTTRYYLLQAQRLGGAGATYDLQAIKDICATYAIPHAPRPDTVSAASLTSFAAITRFCCTSQYARGAAAAGFPLYVERRIAADVRETSALEKFITHDRSCLRVSDREFITYIYLAHFECFSPPRLATHLRAVTTHDPNPAASTEQPSPLGREAVEQFFCHVRAQLNIGEYVKHNVTPRETVLDGDTAKAYLRARTYAPGALTPAPAYCGAVDSATKMMGRLADAEKLLVPRGWPAFAPASPGEDTAGGTPPPQTCGI.... The pIC50 is 6.1. (3) The compound is CSc1nc(-c2cccc(NCC(=O)NCc3cn(CCOCCOCCOCCn4cc(COc5ccc([C@@]6(C)CC(C)(C)N(C(C)=O)c7ccc(NC(=O)c8ccc(-c9ccccc9)cc8)cc76)cc5)nn4)nn3)c2)c2c(N)c(C(=O)NC(C)(C)C)sc2n1. The target protein (P23945) has sequence MALLLVSLLAFLSLGSGCHHRICHCSNRVFLCQESKVTEIPSDLPRNAIELRFVLTKLRVIQKGAFSGFGDLEKIEISQNDVLEVIEADVFSNLPKLHEIRIEKANNLLYINPEAFQNLPNLQYLLISNTGIKHLPDVHKIHSLQKVLLDIQDNINIHTIERNSFVGLSFESVILWLNKNGIQEIHNCAFNGTQLDELNLSDNNNLEELPNDVFHGASGPVILDISRTRIHSLPSYGLENLKKLRARSTYNLKKLPTLEKLVALMEASLTYPSHCCAFANWRRQISELHPICNKSILRQEVDYMTQARGQRSSLAEDNESSYSRGFDMTYTEFDYDLCNEVVDVTCSPKPDAFNPCEDIMGYNILRVLIWFISILAITGNIIVLVILTTSQYKLTVPRFLMCNLAFADLCIGIYLLLIASVDIHTKSQYHNYAIDWQTGAGCDAAGFFTVFASELSVYTLTAITLERWHTITHAMQLDCKVQLRHAASVMVMGWIFAFAA.... The pIC50 is 5.8. (4) The drug is COC(=O)NC(Cc1ccc(N=C(N)N)cc1)P(=O)(Oc1ccccc1)Oc1ccccc1. The target protein (P20918) has sequence MDHKEVILLFLLLLKPGQGDSLDGYISTQGASLFSLTKKQLAAGGVSDCLAKCEGETDFVCRSFQYHSKEQQCVIMAENSKTSSIIRMRDVILFEKRVYLSECKTGIGNGYRGTMSRTKSGVACQKWGATFPHVPNYSPSTHPNEGLEENYCRNPDNDEQGPWCYTTDPDKRYDYCNIPECEEECMYCSGEKYEGKISKTMSGLDCQAWDSQSPHAHGYIPAKFPSKNLKMNYCRNPDGEPRPWCFTTDPTKRWEYCDIPRCTTPPPPPSPTYQCLKGRGENYRGTVSVTVSGKTCQRWSEQTPHRHNRTPENFPCKNLEENYCRNPDGETAPWCYTTDSQLRWEYCEIPSCESSASPDQSDSSVPPEEQTPVVQECYQSDGQSYRGTSSTTITGKKCQSWAAMFPHRHSKTPENFPDAGLEMNYCRNPDGDKGPWCYTTDPSVRWEYCNLKRCSETGGSVVELPTVSQEPSGPSDSETDCMYGNGKDYRGKTAVTAAGT.... The pIC50 is 4.6.